From a dataset of Forward reaction prediction with 1.9M reactions from USPTO patents (1976-2016). Predict the product of the given reaction. (1) Given the reactants [OH:1][C:2]1[CH:3]=[N:4][CH:5]=[CH:6][CH:7]=1.[H-].[Na+].Br[CH2:11][CH2:12][CH:13]([Br:15])[CH3:14].O, predict the reaction product. The product is: [Br:15][CH:13]([CH3:14])[CH2:12][CH2:11][O:1][C:2]1[CH:3]=[N:4][CH:5]=[CH:6][CH:7]=1. (2) Given the reactants [Br:1][C:2]1[CH:22]=[CH:21][C:5]([O:6][C@H:7]2[CH2:12][CH2:11][N:10](C(OC(C)(C)C)=O)[CH2:9][C@H:8]2[F:20])=[C:4]([C:23]#[N:24])[CH:3]=1.[ClH:25], predict the reaction product. The product is: [ClH:25].[Br:1][C:2]1[CH:22]=[CH:21][C:5]([O:6][C@H:7]2[CH2:12][CH2:11][NH:10][CH2:9][C@H:8]2[F:20])=[C:4]([CH:3]=1)[C:23]#[N:24]. (3) Given the reactants [NH2:1][C@@H:2]1[CH2:6][N:5]([C:7]2[C:11]([NH:12][C:13]([C:15]3[N:16]=[C:17]([C:20]4[CH:25]=[CH:24][N:23]=[C:22]([N:26]([CH2:34][C:35]([F:38])([F:37])[F:36])C(=O)OC(C)(C)C)[CH:21]=4)[O:18][CH:19]=3)=[O:14])=[CH:10][N:9]([CH3:39])[N:8]=2)[C:4](=[O:40])[CH2:3]1.C(=O)([O-])O.[Na+].[CH2:46]([O:49][CH2:50][CH2:51]Br)[CH2:47]Br.O, predict the reaction product. The product is: [CH3:39][N:9]1[CH:10]=[C:11]([NH:12][C:13]([C:15]2[N:16]=[C:17]([C:20]3[CH:25]=[CH:24][N:23]=[C:22]([NH:26][CH2:34][C:35]([F:36])([F:37])[F:38])[CH:21]=3)[O:18][CH:19]=2)=[O:14])[C:7]([N:5]2[CH2:6][C@@H:2]([N:1]3[CH2:51][CH2:50][O:49][CH2:46][CH2:47]3)[CH2:3][C:4]2=[O:40])=[N:8]1. (4) Given the reactants C(O[CH2:9][C:10]1[O:11][CH:12]=[C:13]([C:15]2[CH:20]=[CH:19][C:18]([Cl:21])=[CH:17][CH:16]=2)[N:14]=1)C1C=CC=CC=1.B(Br)(Br)[Br:23].C([O-])(O)=O.[Na+], predict the reaction product. The product is: [Br:23][CH2:9][C:10]1[O:11][CH:12]=[C:13]([C:15]2[CH:20]=[CH:19][C:18]([Cl:21])=[CH:17][CH:16]=2)[N:14]=1. (5) Given the reactants [CH:1]([C:4]1[CH:20]=[CH:19][C:7]([CH2:8][C:9]2[C:14]([CH3:15])=[CH:13][C:12]([CH3:16])=[CH:11][C:10]=2[O:17][CH3:18])=[CH:6][CH:5]=1)([CH3:3])[CH3:2].[Br:21]N1C(=O)CCC1=O.O, predict the reaction product. The product is: [Br:21][C:13]1[C:14]([CH3:15])=[C:9]([CH2:8][C:7]2[CH:19]=[CH:20][C:4]([CH:1]([CH3:3])[CH3:2])=[CH:5][CH:6]=2)[C:10]([O:17][CH3:18])=[CH:11][C:12]=1[CH3:16]. (6) The product is: [F:1][C:2]1[CH:7]=[CH:6][CH:5]=[C:4]([O:8][CH3:9])[C:3]=1[O:10][C:16]1[C:17]([N+:18]([O-:20])=[O:19])=[C:12]([CH3:23])[CH:13]=[CH:14][CH:15]=1.[F:40][C:41]1[CH:55]=[CH:54][CH:53]=[C:52]([O:56][CH3:57])[C:42]=1[O:43][C:44]1[CH:50]=[C:49]([CH3:51])[CH:48]=[CH:47][C:45]=1[NH:46][C:25]([NH:58][C:59]1[S:60][CH:61]=[CH:62][N:63]=1)=[O:30]. Given the reactants [F:1][C:2]1[CH:7]=[CH:6][CH:5]=[C:4]([O:8][CH3:9])[C:3]=1[OH:10].F[C:12]1[CH:13]=[C:14](C)[CH:15]=[CH:16][C:17]=1[N+:18]([O-:20])=[O:19].F[C:23]1C=CC(N)=[C:25]([O:30]C2C(OC)=CC=CC=2F)C=1.[F:40][C:41]1[CH:55]=[CH:54][CH:53]=[C:52]([O:56][CH3:57])[C:42]=1[O:43][C:44]1[CH:50]=[C:49]([CH3:51])[CH:48]=[CH:47][C:45]=1[NH2:46].[NH2:58][C:59]1[S:60][CH:61]=[CH:62][N:63]=1, predict the reaction product. (7) The product is: [NH2:1][C:4]1[CH:30]=[CH:29][C:28]([N:31]2[CH2:35][CH2:34][CH2:33][CH2:32]2)=[CH:27][C:5]=1[C:6]([NH:8][C:9]1[CH:10]=[CH:11][C:12]([CH2:15][CH2:16][C:17]2[CH:26]=[CH:25][C:20]([C:21]([O:23][CH3:24])=[O:22])=[CH:19][CH:18]=2)=[CH:13][CH:14]=1)=[O:7]. Given the reactants [N+:1]([C:4]1[CH:30]=[CH:29][C:28]([N:31]2[CH2:35][CH2:34][CH2:33][CH2:32]2)=[CH:27][C:5]=1[C:6]([NH:8][C:9]1[CH:14]=[CH:13][C:12]([CH2:15][CH2:16][C:17]2[CH:26]=[CH:25][C:20]([C:21]([O:23][CH3:24])=[O:22])=[CH:19][CH:18]=2)=[CH:11][CH:10]=1)=[O:7])([O-])=O.[H][H], predict the reaction product. (8) The product is: [N:45]1[CH:46]=[CH:47][CH:48]=[CH:49][C:44]=1[S:50][C:51]1[CH:52]=[C:53]([CH:57]=[CH:58][CH:59]=1)[C:54]([OH:56])=[O:55]. Given the reactants CC1(C)C2C(=C(P(C3C=CC=CC=3)C3C=CC=CC=3)C=CC=2)OC2C(P(C3C=CC=CC=3)C3C=CC=CC=3)=CC=CC1=2.I[C:44]1[CH:49]=[CH:48][CH:47]=[CH:46][N:45]=1.[SH:50][C:51]1[CH:52]=[C:53]([CH:57]=[CH:58][CH:59]=1)[C:54]([OH:56])=[O:55].C(N(CC)C(C)C)(C)C, predict the reaction product.